This data is from Catalyst prediction with 721,799 reactions and 888 catalyst types from USPTO. The task is: Predict which catalyst facilitates the given reaction. (1) Reactant: [NH2:1][C:2]1[C:3]([C:20](O)=[O:21])=[N:4][C:5]([C:8]2[CH:13]=[CH:12][C:11]([S:14]([N:17]([CH3:19])[CH3:18])(=[O:16])=[O:15])=[CH:10][CH:9]=2)=[CH:6][N:7]=1.[CH3:23][N:24]([CH2:26][C:27]1[CH:32]=[CH:31][N:30]=[CH:29][C:28]=1[NH2:33])[CH3:25].F[P-](F)(F)(F)(F)F.Br[P+](N1CCCC1)(N1CCCC1)N1CCCC1. Product: [NH2:1][C:2]1[C:3]([C:20]([NH:33][C:28]2[CH:29]=[N:30][CH:31]=[CH:32][C:27]=2[CH2:26][N:24]([CH3:25])[CH3:23])=[O:21])=[N:4][C:5]([C:8]2[CH:13]=[CH:12][C:11]([S:14]([N:17]([CH3:19])[CH3:18])(=[O:16])=[O:15])=[CH:10][CH:9]=2)=[CH:6][N:7]=1. The catalyst class is: 9. (2) Reactant: C([N:8]([CH:20]1[CH2:26][CH2:25][CH2:24][C:23]2[C:27]([O:31][CH2:32][C:33]([O:35][CH2:36][CH3:37])=[O:34])=[CH:28][CH:29]=[CH:30][C:22]=2[CH2:21]1)[CH2:9][C@H:10]([OH:19])[CH2:11][O:12][C:13]1[CH:18]=[CH:17][CH:16]=[CH:15][CH:14]=1)C1C=CC=CC=1.[H][H]. Product: [CH2:36]([O:35][C:33]([CH2:32][O:31][C:27]1[C:23]2[CH2:24][CH2:25][CH2:26][CH:20]([NH:8][CH2:9][C@H:10]([OH:19])[CH2:11][O:12][C:13]3[CH:14]=[CH:15][CH:16]=[CH:17][CH:18]=3)[CH2:21][C:22]=2[CH:30]=[CH:29][CH:28]=1)=[O:34])[CH3:37]. The catalyst class is: 19.